This data is from Catalyst prediction with 721,799 reactions and 888 catalyst types from USPTO. The task is: Predict which catalyst facilitates the given reaction. (1) Reactant: [CH2:1]([OH:8])[C:2]1[CH:7]=[CH:6][CH:5]=[CH:4][CH:3]=1.O=S(Cl)Cl.[CH:13]1[CH:18]=[C:17]([OH:19])[CH:16]=[C:15]([CH2:20][C@H:21]([NH2:25])[C:22](O)=[O:23])[CH:14]=1. Product: [NH2:25][CH:21]([CH2:20][C:15]1[CH:14]=[CH:13][CH:18]=[C:17]([OH:19])[CH:16]=1)[C:22]([O:8][CH2:1][C:2]1[CH:7]=[CH:6][CH:5]=[CH:4][CH:3]=1)=[O:23]. The catalyst class is: 25. (2) Reactant: C[Si]([C:5]#[C:6][C:7]1[NH:11][C:10]([C@@H:12]2[CH2:16][CH2:15][CH2:14][N:13]2[C:17]([O:19][C:20]([CH3:23])([CH3:22])[CH3:21])=[O:18])=[N:9][CH:8]=1)(C)C.C(=O)([O-])[O-].[K+].[K+]. Product: [C:6]([C:7]1[NH:11][C:10]([C@@H:12]2[CH2:16][CH2:15][CH2:14][N:13]2[C:17]([O:19][C:20]([CH3:23])([CH3:22])[CH3:21])=[O:18])=[N:9][CH:8]=1)#[CH:5]. The catalyst class is: 5. (3) Reactant: [CH3:1][O:2][C:3]1[CH:11]=[C:10]([Cl:12])[CH:9]=[CH:8][C:4]=1[C:5]([OH:7])=O.S(Cl)(Cl)=O.[CH:17]1[CH:22]=[CH:21][CH:20]=[CH:19][CH:18]=1.[Cl-].[Cl-].[Cl-].[Al+3].Cl. Product: [Cl:12][C:10]1[CH:9]=[CH:8][C:4]([C:5]([C:17]2[CH:22]=[CH:21][CH:20]=[CH:19][CH:18]=2)=[O:7])=[C:3]([O:2][CH3:1])[CH:11]=1. The catalyst class is: 3. (4) Reactant: [N+:1]([C:4]1[CH:5]=[C:6]2[C:10](=[CH:11][CH:12]=1)[NH:9][CH:8]=[CH:7]2)([O-:3])=[O:2].CC(C)([O-])C.[K+].[CH2:19](Br)[C:20]1[CH:25]=[CH:24][CH:23]=[CH:22][CH:21]=1.O. Product: [CH2:19]([N:9]1[C:10]2[C:6](=[CH:5][C:4]([N+:1]([O-:3])=[O:2])=[CH:12][CH:11]=2)[CH:7]=[CH:8]1)[C:20]1[CH:25]=[CH:24][CH:23]=[CH:22][CH:21]=1. The catalyst class is: 80. (5) Reactant: [F:1][C:2]1[CH:25]=[C:24]([F:26])[CH:23]=[CH:22][C:3]=1[O:4][C:5]1[CH:6]=[C:7](F)[C:8]([C:11]([C:13]2[CH:18]=[CH:17][CH:16]=[CH:15][C:14]=2[O:19][CH3:20])=O)=[N:9][CH:10]=1.CCO.C(N(CC)C(C)C)(C)C.[NH2:39][NH2:40]. Product: [F:1][C:2]1[CH:25]=[C:24]([F:26])[CH:23]=[CH:22][C:3]=1[O:4][C:5]1[CH:6]=[C:7]2[NH:40][N:39]=[C:11]([C:13]3[CH:18]=[CH:17][CH:16]=[CH:15][C:14]=3[O:19][CH3:20])[C:8]2=[N:9][CH:10]=1. The catalyst class is: 25. (6) Reactant: [NH2:1][C:2]1[CH:16]=[CH:15][CH:14]=[CH:13][C:3]=1[C:4]([NH:6][CH2:7][CH2:8][CH2:9][C:10]([OH:12])=[O:11])=[O:5].C[Si](Cl)(C)C.C(N(CC)CC)C.[OH:29][C:30]1[CH:38]=[CH:37][C:36]([O:39][CH3:40])=[CH:35][C:31]=1[C:32](Cl)=[O:33].[OH-].[Na+].Cl. Product: [OH:29][C:30]1[CH:38]=[CH:37][C:36]([O:39][CH3:40])=[CH:35][C:31]=1[C:32]([NH:1][C:2]1[CH:16]=[CH:15][CH:14]=[CH:13][C:3]=1[C:4]([NH:6][CH2:7][CH2:8][CH2:9][C:10]([OH:12])=[O:11])=[O:5])=[O:33]. The catalyst class is: 2. (7) Reactant: I[C:2]1[CH:3]=[C:4]([CH:17]=[CH:18][CH:19]=1)[CH2:5][N:6]1[CH2:10][C:9]2([CH2:15][CH2:14][CH2:13][CH2:12][CH2:11]2)[O:8][C:7]1=[O:16].C([Sn](CCCC)(CCCC)[C:25]1[CH:30]=[CH:29][CH:28]=[CH:27][N:26]=1)CCC. Product: [N:26]1[CH:27]=[CH:28][CH:29]=[CH:30][C:25]=1[C:2]1[CH:3]=[C:4]([CH:17]=[CH:18][CH:19]=1)[CH2:5][N:6]1[CH2:10][C:9]2([CH2:15][CH2:14][CH2:13][CH2:12][CH2:11]2)[O:8][C:7]1=[O:16]. The catalyst class is: 11. (8) Reactant: [N:1]1[C:10]2[C:5](=[CH:6][CH:7]=[CH:8][CH:9]=2)[CH:4]=[CH:3][C:2]=1[CH:11]1[CH2:14][CH:13]([C:15]([OH:17])=O)[CH2:12]1.[C:18](Cl)(=O)C(Cl)=O.[Si](C=[N+]=[N-])(C)(C)C.[BrH:31].C(O)(=O)C. Product: [Br:31][CH2:18][C:15]([CH:13]1[CH2:12][CH:11]([C:2]2[CH:3]=[CH:4][C:5]3[C:10](=[CH:9][CH:8]=[CH:7][CH:6]=3)[N:1]=2)[CH2:14]1)=[O:17]. The catalyst class is: 59. (9) Reactant: [N:1]1([C:7]([O:9][C:10]([CH3:13])([CH3:12])[CH3:11])=[O:8])[CH2:6][CH2:5][NH:4][CH2:3][CH2:2]1.Br[C:15]1[CH:16]=[C:17]2[N:26]([CH3:27])[CH:25]=[CH:24][C:18]2=[N:19][C:20]=1[C@@H:21]([NH2:23])[CH3:22].CC([O-])(C)C.[K+].C([O-])(O)=O.[Na+]. Product: [NH2:23][C@H:21]([C:20]1[N:19]=[C:18]2[CH:24]=[CH:25][N:26]([CH3:27])[C:17]2=[CH:16][C:15]=1[N:4]1[CH2:5][CH2:6][N:1]([C:7]([O:9][C:10]([CH3:13])([CH3:12])[CH3:11])=[O:8])[CH2:2][CH2:3]1)[CH3:22]. The catalyst class is: 12.